From a dataset of Full USPTO retrosynthesis dataset with 1.9M reactions from patents (1976-2016). Predict the reactants needed to synthesize the given product. (1) Given the product [CH3:1][O:2][C:3]([C@@H:5]([N:13]1[CH2:21][C:17]2[CH:18]=[CH:19][S:20][C:16]=2[CH2:15][CH2:14]1)[C:6]1[CH:7]=[CH:8][CH:9]=[CH:10][C:11]=1[Cl:12])=[O:4].[OH:25][S:23]([OH:26])(=[O:24])=[O:22], predict the reactants needed to synthesize it. The reactants are: [CH3:1][O:2][C:3]([C@@H:5]([N:13]1[CH2:21][C:17]2[CH:18]=[CH:19][S:20][C:16]=2[CH2:15][CH2:14]1)[C:6]1[CH:7]=[CH:8][CH:9]=[CH:10][C:11]=1[Cl:12])=[O:4].[OH:22][S:23]([OH:26])(=[O:25])=[O:24]. (2) Given the product [N+:1]([C:4]1[CH:5]=[C:6]([C:12]2[O:13][C:14]3[CH:20]=[CH:19][C:18]([C:28]4[CH:27]=[CH:26][CH:25]=[C:24]([C:23]([F:34])([F:33])[F:22])[CH:29]=4)=[CH:17][C:15]=3[N:16]=2)[CH:7]=[CH:8][C:9]=1[O:10][CH3:11])([O-:3])=[O:2], predict the reactants needed to synthesize it. The reactants are: [N+:1]([C:4]1[CH:5]=[C:6]([C:12]2[O:13][C:14]3[CH:20]=[CH:19][C:18](Br)=[CH:17][C:15]=3[N:16]=2)[CH:7]=[CH:8][C:9]=1[O:10][CH3:11])([O-:3])=[O:2].[F:22][C:23]([F:34])([F:33])[C:24]1[CH:25]=[C:26](B(O)O)[CH:27]=[CH:28][CH:29]=1. (3) Given the product [F:6][C:7]1[CH:8]=[C:9]2[C:14](=[C:15]([N+:18]([O-:20])=[O:19])[CH:16]=1)[O:13][CH2:12][CH2:11][C:10]2=[O:17], predict the reactants needed to synthesize it. The reactants are: S(=O)(=O)(O)O.[F:6][C:7]1[CH:8]=[C:9]2[C:14](=[CH:15][CH:16]=1)[O:13][CH2:12][CH2:11][C:10]2=[O:17].[N+:18]([O-])([OH:20])=[O:19]. (4) Given the product [Si:14]([O:1][C@H:2]([CH3:8])[C:3]([O:5][CH2:6][CH3:7])=[O:4])([C:17]([CH3:20])([CH3:19])[CH3:18])([CH3:16])[CH3:15], predict the reactants needed to synthesize it. The reactants are: [OH:1][C@H:2]([CH3:8])[C:3]([O:5][CH2:6][CH3:7])=[O:4].N1C=CN=C1.[Si:14](Cl)([C:17]([CH3:20])([CH3:19])[CH3:18])([CH3:16])[CH3:15]. (5) Given the product [F:1][C:2]1[CH:11]=[C:10]2[C:5]([CH:6]=[C:7]([C@@H:19]([NH2:21])[CH3:20])[C:8]([C:12]3[CH:17]=[CH:16][CH:15]=[C:14]([F:18])[CH:13]=3)=[N:9]2)=[CH:4][CH:3]=1, predict the reactants needed to synthesize it. The reactants are: [F:1][C:2]1[CH:11]=[C:10]2[C:5]([CH:6]=[C:7]([C@@H:19]([N:21]3C(=O)C4C(=CC=CC=4)C3=O)[CH3:20])[C:8]([C:12]3[CH:17]=[CH:16][CH:15]=[C:14]([F:18])[CH:13]=3)=[N:9]2)=[CH:4][CH:3]=1.NN. (6) Given the product [CH3:32][C:31]1[C:26]([CH2:25][N:14]([CH2:13][C:10]2[CH:11]=[CH:12][C:7]([CH2:6][NH:5][CH2:4][C:3]([OH:36])=[O:2])=[CH:8][C:9]=2[CH2:34][OH:35])[CH:15]2[C:24]3[N:23]=[CH:22][CH:21]=[CH:20][C:19]=3[CH2:18][CH2:17][CH2:16]2)=[N:27][CH:28]=[C:29]([CH3:33])[CH:30]=1, predict the reactants needed to synthesize it. The reactants are: C[O:2][C:3](=[O:36])[CH2:4][NH:5][CH2:6][C:7]1[CH:12]=[CH:11][C:10]([CH2:13][N:14]([CH2:25][C:26]2[C:31]([CH3:32])=[CH:30][C:29]([CH3:33])=[CH:28][N:27]=2)[CH:15]2[C:24]3[N:23]=[CH:22][CH:21]=[CH:20][C:19]=3[CH2:18][CH2:17][CH2:16]2)=[C:9]([CH2:34][OH:35])[CH:8]=1.Cl. (7) Given the product [C:1]([O:4][C:5]1[C:6]([CH3:21])=[C:7]2[C:12](=[C:13]([CH3:16])[C:14]=1[CH3:15])[O:11][C:10]([C:18](=[O:19])[NH:37][CH2:31][CH2:32][CH2:33][CH2:34][CH2:35][CH3:36])([CH3:17])[CH2:9][CH2:8]2)(=[O:3])[CH3:2], predict the reactants needed to synthesize it. The reactants are: [C:1]([O:4][C:5]1[C:6]([CH3:21])=[C:7]2[C:12](=[C:13]([CH3:16])[C:14]=1[CH3:15])[O:11][C:10]([C:18](Cl)=[O:19])([CH3:17])[CH2:9][CH2:8]2)(=[O:3])[CH3:2].C(N(C(C)C)CC)(C)C.[CH2:31]([NH2:37])[CH2:32][CH2:33][CH2:34][CH2:35][CH3:36].C(O)(=O)CC(CC(O)=O)(C(O)=O)O.